From a dataset of Forward reaction prediction with 1.9M reactions from USPTO patents (1976-2016). Predict the product of the given reaction. Given the reactants [C:1]([N:8]1[CH2:15][C@@H:14]([N:16]([CH:24]2[CH2:29][CH2:28][C:27]([CH3:31])([CH3:30])[CH2:26][CH2:25]2)[C:17](=[O:23])[C:18]([CH3:22])([CH3:21])[CH2:19][OH:20])[CH2:13][C@H:9]1[C:10]([OH:12])=O)([O:3][C:4]([CH3:7])([CH3:6])[CH3:5])=[O:2].[CH3:32][NH:33][CH2:34][CH3:35], predict the reaction product. The product is: [C:1]([N:8]1[CH2:15][C@@H:14]([N:16]([CH:24]2[CH2:29][CH2:28][C:27]([CH3:30])([CH3:31])[CH2:26][CH2:25]2)[C:17](=[O:23])[C:18]([CH3:21])([CH3:22])[CH2:19][OH:20])[CH2:13][C@H:9]1[C:10]([N:33]([CH2:34][CH3:35])[CH3:32])=[O:12])([O:3][C:4]([CH3:5])([CH3:6])[CH3:7])=[O:2].